Dataset: Full USPTO retrosynthesis dataset with 1.9M reactions from patents (1976-2016). Task: Predict the reactants needed to synthesize the given product. (1) Given the product [F:1][C:2]1[CH:7]=[C:6]([C:25]2[CH:30]=[CH:29][CH:28]=[CH:27][C:26]=2[S:31][CH2:32][O:33][CH2:34][CH2:35][Si:36]([CH3:39])([CH3:38])[CH3:37])[CH:5]=[CH:4][C:3]=1[C:17]1[CH:22]=[N:21][C:20]([NH2:23])=[N:19][CH:18]=1, predict the reactants needed to synthesize it. The reactants are: [F:1][C:2]1[CH:7]=[C:6](B2OC(C)(C)C(C)(C)O2)[CH:5]=[CH:4][C:3]=1[C:17]1[CH:18]=[N:19][C:20]([NH2:23])=[N:21][CH:22]=1.Br[C:25]1[CH:30]=[CH:29][CH:28]=[CH:27][C:26]=1[S:31][CH2:32][O:33][CH2:34][CH2:35][Si:36]([CH3:39])([CH3:38])[CH3:37]. (2) Given the product [NH2:1][C:2]1[C:7]([C:8](=[O:9])[C:10]2[CH:15]=[C:14]([CH3:16])[CH:13]=[CH:12][C:11]=2[O:17][CH3:18])=[CH:6][N:5]=[C:4]([NH:23][CH:24]2[CH2:29][CH2:28][N:27]([C:30](=[O:32])[CH3:31])[CH2:26][CH2:25]2)[N:3]=1, predict the reactants needed to synthesize it. The reactants are: [NH2:1][C:2]1[C:7]([C:8]([C:10]2[CH:15]=[C:14]([CH3:16])[CH:13]=[CH:12][C:11]=2[O:17][CH3:18])=[O:9])=[CH:6][N:5]=[C:4](S(CC)=O)[N:3]=1.[NH2:23][CH:24]1[CH2:29][CH2:28][N:27]([C:30](=[O:32])[CH3:31])[CH2:26][CH2:25]1.